Task: Predict the reactants needed to synthesize the given product.. Dataset: Full USPTO retrosynthesis dataset with 1.9M reactions from patents (1976-2016) Given the product [Cl:1][C:2]1[C:3]2[S:20][CH2:19][N:18]([CH:34]3[CH2:35][CH2:36][CH2:37][CH2:38][O:33]3)[C:4]=2[N:5]=[C:6]([S:8][CH2:9][C:10]2[CH:15]=[CH:14][CH:13]=[C:12]([F:16])[C:11]=2[F:17])[N:7]=1, predict the reactants needed to synthesize it. The reactants are: [Cl:1][C:2]1[C:3]2[S:20][C:19](=O)[NH:18][C:4]=2[N:5]=[C:6]([S:8][CH2:9][C:10]2[CH:15]=[CH:14][CH:13]=[C:12]([F:16])[C:11]=2[F:17])[N:7]=1.C1(C)C=CC(S(O)(=O)=O)=CC=1.[O:33]1[CH:38]=[CH:37][CH2:36][CH2:35][CH2:34]1.C(=O)(O)[O-].[Na+].